This data is from Buchwald-Hartwig C-N cross coupling reaction yields with 55,370 reactions. The task is: Predict the reaction yield, written as a fraction of the theoretical maximum amount of product (1.0 means a 100% yield; for example, 0.34 means a 34% yield). (1) The reactants are CCc1ccc(Cl)cc1.Cc1ccc(N)cc1.O=S(=O)(O[Pd]1c2ccccc2-c2ccccc2N~1)C(F)(F)F.CC(C)c1cc(C(C)C)c(-c2ccccc2P(C2CCCCC2)C2CCCCC2)c(C(C)C)c1.CN(C)C(=NC(C)(C)C)N(C)C.Cc1ccno1. No catalyst specified. The product is CCc1ccc(Nc2ccc(C)cc2)cc1. The yield is 0.0305. (2) The reactants are COc1ccc(Cl)cc1.Cc1ccc(N)cc1.O=S(=O)(O[Pd]1c2ccccc2-c2ccccc2N~1)C(F)(F)F.CC(C)c1cc(C(C)C)c(-c2ccccc2P(C2CCCCC2)C2CCCCC2)c(C(C)C)c1.CN1CCCN2CCCN=C12.c1ccc(CN(Cc2ccccc2)c2ccon2)cc1. No catalyst specified. The product is COc1ccc(Nc2ccc(C)cc2)cc1. The yield is 0.390. (3) The reactants are COc1ccc(Cl)cc1.Cc1ccc(N)cc1.O=S(=O)(O[Pd]1c2ccccc2-c2ccccc2N~1)C(F)(F)F.CC(C)c1cc(C(C)C)c(-c2ccccc2P(C(C)(C)C)C(C)(C)C)c(C(C)C)c1.CN1CCCN2CCCN=C12.Cc1ccon1. No catalyst specified. The product is COc1ccc(Nc2ccc(C)cc2)cc1. The yield is 0.00976. (4) The reactants are FC(F)(F)c1ccc(Cl)cc1.Cc1ccc(N)cc1.O=S(=O)(O[Pd]1c2ccccc2-c2ccccc2N~1)C(F)(F)F.CC(C)c1cc(C(C)C)c(-c2ccccc2P(C(C)(C)C)C(C)(C)C)c(C(C)C)c1.CN(C)C(=NC(C)(C)C)N(C)C.c1ccc2oncc2c1. No catalyst specified. The product is Cc1ccc(Nc2ccc(C(F)(F)F)cc2)cc1. The yield is 0.188. (5) The product is CCc1ccc(Nc2ccc(C)cc2)cc1. The yield is 0.635. No catalyst specified. The reactants are CCc1ccc(Br)cc1.Cc1ccc(N)cc1.O=S(=O)(O[Pd]1c2ccccc2-c2ccccc2N~1)C(F)(F)F.COc1ccc(OC)c(P(C(C)(C)C)C(C)(C)C)c1-c1c(C(C)C)cc(C(C)C)cc1C(C)C.CCN=P(N=P(N(C)C)(N(C)C)N(C)C)(N(C)C)N(C)C.COC(=O)c1cc(-c2ccco2)on1. (6) The reactants are Ic1cccnc1.Cc1ccc(N)cc1.O=S(=O)(O[Pd]1c2ccccc2-c2ccccc2N~1)C(F)(F)F.CC(C)c1cc(C(C)C)c(-c2ccccc2P(C(C)(C)C)C(C)(C)C)c(C(C)C)c1.CCN=P(N=P(N(C)C)(N(C)C)N(C)C)(N(C)C)N(C)C.c1ccc2oncc2c1. No catalyst specified. The product is Cc1ccc(Nc2cccnc2)cc1. The yield is 0.657. (7) The reactants are COc1ccc(Br)cc1.Cc1ccc(N)cc1.O=S(=O)(O[Pd]1c2ccccc2-c2ccccc2N~1)C(F)(F)F.COc1ccc(OC)c(P([C@]23C[C@H]4C[C@H](C[C@H](C4)C2)C3)[C@]23C[C@H]4C[C@H](C[C@H](C4)C2)C3)c1-c1c(C(C)C)cc(C(C)C)cc1C(C)C.CN(C)C(=NC(C)(C)C)N(C)C.c1ccc(CN(Cc2ccccc2)c2ccno2)cc1. No catalyst specified. The product is COc1ccc(Nc2ccc(C)cc2)cc1. The yield is 0.167.